Dataset: Reaction yield outcomes from USPTO patents with 853,638 reactions. Task: Predict the reaction yield, written as a fraction of the theoretical maximum amount of product (1.0 means a 100% yield; for example, 0.34 means a 34% yield). (1) The reactants are [Cl:1][C:2]1[CH:8]=[CH:7][C:5]([NH2:6])=[C:4]([N+:9]([O-:11])=[O:10])[CH:3]=1.[N+:12]([O-])([O-])=O.[Na+].[Sn](Cl)Cl. The catalyst is Cl.O. The product is [ClH:1].[Cl:1][C:2]1[CH:8]=[CH:7][C:5]([NH:6][NH2:12])=[C:4]([N+:9]([O-:11])=[O:10])[CH:3]=1. The yield is 0.630. (2) The reactants are O[CH2:2][CH2:3][CH2:4][C:5]1[C:6](=[O:12])[NH:7][NH:8][C:9](=[O:11])[CH:10]=1.C1(P(C2C=CC=CC=2)C2C=CC=CC=2)C=CC=CC=1.N(C(OC(C)C)=O)=NC(OC(C)C)=O. The catalyst is C1COCC1. The product is [N:7]1[NH:8][C:9](=[O:11])[CH:10]=[C:5]2[CH2:4][CH2:3][CH2:2][O:12][C:6]=12. The yield is 0.790. (3) The reactants are [F:1][C:2]1[CH:3]=[CH:4][C:5]([O:11][CH3:12])=[C:6](B(O)O)[CH:7]=1.Cl[C:14]1[N:19]=[CH:18][N:17]=[C:16]([NH:20][C:21]([CH:23]2[CH2:28][CH2:27][CH2:26][N:25]([C:29]([O:31][CH2:32][C:33]3[CH:38]=[CH:37][CH:36]=[CH:35][CH:34]=3)=[O:30])[CH2:24]2)=[O:22])[CH:15]=1.C1C=CC(P(C2C=CC=CC=2)C2C=CC=CC=2)=CC=1.C(=O)([O-])[O-].[Na+].[Na+]. The catalyst is C1COCC1.O.C([O-])(=O)C.[Pd+2].C([O-])(=O)C. The product is [CH2:32]([O:31][C:29]([N:25]1[CH2:26][CH2:27][CH2:28][CH:23]([C:21](=[O:22])[NH:20][C:16]2[CH:15]=[C:14]([C:6]3[CH:7]=[C:2]([F:1])[CH:3]=[CH:4][C:5]=3[O:11][CH3:12])[N:19]=[CH:18][N:17]=2)[CH2:24]1)=[O:30])[C:33]1[CH:34]=[CH:35][CH:36]=[CH:37][CH:38]=1. The yield is 0.538. (4) The reactants are [CH2:1]([C:4]1([S:7]([NH:10][C:11]2[C:16](OC)=[CH:15][C:14]([F:19])=[C:13]([F:20])[C:12]=2[NH:21][C:22]2[CH:27]=[CH:26][C:25]([I:28])=[CH:24][C:23]=2[F:29])(=[O:9])=[O:8])[CH2:6][CH2:5]1)[CH:2]=C.C[N+]1([O-])CC[O:34][CH2:33]C1.CC[O:40]C(C)=O. The catalyst is C1COCC1.O.[Os](=O)(=O)(=O)=O. The product is [F:20][C:13]1[C:12]([NH:21][C:22]2[CH:27]=[CH:26][C:25]([I:28])=[CH:24][C:23]=2[F:29])=[C:11]([NH:10][S:7]([C:4]2([CH2:1][CH:2]([OH:40])[CH2:33][OH:34])[CH2:5][CH2:6]2)(=[O:8])=[O:9])[CH:16]=[CH:15][C:14]=1[F:19]. The yield is 0.780. (5) The reactants are [CH:1]([C:4]1[CH:11]=[CH:10][C:7]([CH:8]=O)=[CH:6][CH:5]=1)([CH3:3])[CH3:2].[NH2:12][C:13]1[S:14][C:15]([S:18]([C:21]2[CH:26]=[CH:25][C:24]([N+:27]([O-:29])=[O:28])=[CH:23][CH:22]=2)(=[O:20])=[O:19])=[CH:16][N:17]=1.C([O:32][C:33](=O)[C:34]([OH:44])=[CH:35][C:36](=[O:43])[C:37]1[CH:38]=[N:39][CH:40]=[CH:41][CH:42]=1)C. No catalyst specified. The product is [OH:44][C:34]1[C:33](=[O:32])[N:12]([C:13]2[S:14][C:15]([S:18]([C:21]3[CH:22]=[CH:23][C:24]([N+:27]([O-:29])=[O:28])=[CH:25][CH:26]=3)(=[O:19])=[O:20])=[CH:16][N:17]=2)[CH:8]([C:7]2[CH:10]=[CH:11][C:4]([CH:1]([CH3:3])[CH3:2])=[CH:5][CH:6]=2)[C:35]=1[C:36]([C:37]1[CH:38]=[N:39][CH:40]=[CH:41][CH:42]=1)=[O:43]. The yield is 0.150. (6) The reactants are C(N(CC)CC)C.[C:8]1([CH3:18])[CH:13]=[CH:12][C:11]([S:14](Cl)(=[O:16])=[O:15])=[CH:10][CH:9]=1.Cl.CN(C)C.[CH3:24][C:25]([CH2:31][CH2:32][CH2:33][CH:34]([CH3:46])[CH2:35][CH2:36][CH2:37][CH:38]([CH3:45])[CH2:39][CH2:40][CH2:41][CH:42]([CH3:44])[CH3:43])=[CH:26][CH2:27][CH2:28][CH2:29][OH:30].CN(C)CCCN. The catalyst is C(Cl)Cl.CCCCCC.C(OCC)(=O)C. The product is [CH3:24][C:25]([CH2:31][CH2:32][CH2:33][CH:34]([CH3:46])[CH2:35][CH2:36][CH2:37][CH:38]([CH3:45])[CH2:39][CH2:40][CH2:41][CH:42]([CH3:44])[CH3:43])=[CH:26][CH2:27][CH2:28][CH2:29][O:30][S:14]([C:11]1[CH:12]=[CH:13][C:8]([CH3:18])=[CH:9][CH:10]=1)(=[O:16])=[O:15]. The yield is 0.930. (7) The reactants are C(OC([NH:6][C:7]1[CH:8]=[C:9]2[C:14](=[CH:15][CH:16]=1)[C:13]([CH3:17])=[N:12][CH:11]=[CH:10]2)=O)C.[OH-].[Na+].[Cl-].[NH4+]. The catalyst is C(O)C. The product is [NH2:6][C:7]1[CH:8]=[C:9]2[C:14](=[CH:15][CH:16]=1)[C:13]([CH3:17])=[N:12][CH:11]=[CH:10]2. The yield is 0.720.